From a dataset of Forward reaction prediction with 1.9M reactions from USPTO patents (1976-2016). Predict the product of the given reaction. (1) Given the reactants Cl.Cl.[CH3:3][N:4]1[C:8]2[CH2:9][NH:10][CH2:11][C:7]=2[CH:6]=[N:5]1.[Cl:12][C:13]1[C:18]([CH3:19])=[C:17](Cl)[N:16]=[CH:15][N:14]=1.C(N(CC)CC)C, predict the reaction product. The product is: [Cl:12][C:13]1[N:14]=[CH:15][N:16]=[C:17]([N:10]2[CH2:11][C:7]3[CH:6]=[N:5][N:4]([CH3:3])[C:8]=3[CH2:9]2)[C:18]=1[CH3:19]. (2) The product is: [Br:1][C:2]1[CH:9]=[CH:8][C:5]([CH:6]=[O:7])=[C:4]([O:18][C:15]2[CH:16]=[CH:17][C:12]([Cl:11])=[C:13]([CH3:20])[C:14]=2[CH3:19])[CH:3]=1. Given the reactants [Br:1][C:2]1[CH:9]=[CH:8][C:5]([CH:6]=[O:7])=[C:4](F)[CH:3]=1.[Cl:11][C:12]1[CH:17]=[CH:16][C:15]([OH:18])=[C:14]([CH3:19])[C:13]=1[CH3:20].C([O-])([O-])=O.[K+].[K+], predict the reaction product. (3) Given the reactants [ClH:1].C(OC([N:9]1[CH2:14][CH2:13][C@H:12]([NH:15][C:16]([C:18]2[NH:19][C:20]([CH3:25])=[C:21]([Cl:24])[C:22]=2[Cl:23])=[O:17])[C@H:11]([N:26]2[CH:30]=[CH:29][N:28]=[CH:27]2)[CH2:10]1)=O)(C)(C)C, predict the reaction product. The product is: [ClH:23].[ClH:1].[Cl:23][C:22]1[C:21]([Cl:24])=[C:20]([CH3:25])[NH:19][C:18]=1[C:16]([NH:15][C@H:12]1[CH2:13][CH2:14][NH:9][CH2:10][C@H:11]1[N:26]1[CH:30]=[CH:29][N:28]=[CH:27]1)=[O:17]. (4) Given the reactants [CH3:1][S:2]([N:5]1[CH2:10][CH2:9][NH:8][CH2:7][CH2:6]1)(=[O:4])=[O:3].[CH2:11]([S:13]([C:16]1[CH:21]=[CH:20][C:19]([NH:22][C:23](=[O:31])[C@:24]([OH:30])([CH3:29])[C:25]([F:28])([F:27])[F:26])=[C:18]([Cl:32])[C:17]=1F)(=[O:15])=[O:14])[CH3:12].[Cl-].[NH4+], predict the reaction product. The product is: [Cl:32][C:18]1[C:17]([N:8]2[CH2:9][CH2:10][N:5]([S:2]([CH3:1])(=[O:4])=[O:3])[CH2:6][CH2:7]2)=[C:16]([S:13]([CH2:11][CH3:12])(=[O:15])=[O:14])[CH:21]=[CH:20][C:19]=1[NH:22][C:23](=[O:31])[C@:24]([OH:30])([CH3:29])[C:25]([F:28])([F:27])[F:26]. (5) Given the reactants [NH2:1][C@@H:2]1[CH2:7][CH2:6][CH2:5][N:4](C(OC(C)(C)C)=O)[CH2:3]1.[Cl:15][C:16]1[CH:17]=[C:18]2[C:22](=[CH:23][CH:24]=1)[NH:21][C:20]([C:25](O)=[O:26])=[C:19]2[C:28]1[CH:33]=[CH:32][CH:31]=[CH:30][CH:29]=1.N, predict the reaction product. The product is: [Cl:15][C:16]1[CH:17]=[C:18]2[C:22](=[CH:23][CH:24]=1)[NH:21][C:20]([C:25]([NH:1][C@@H:2]1[CH2:7][CH2:6][CH2:5][NH:4][CH2:3]1)=[O:26])=[C:19]2[C:28]1[CH:29]=[CH:30][CH:31]=[CH:32][CH:33]=1.